From a dataset of Peptide-MHC class II binding affinity with 134,281 pairs from IEDB. Regression. Given a peptide amino acid sequence and an MHC pseudo amino acid sequence, predict their binding affinity value. This is MHC class II binding data. (1) The MHC is DRB5_0101 with pseudo-sequence DRB5_0101. The peptide sequence is PGKYTAYEGQRVVFI. The binding affinity (normalized) is 0.413. (2) The peptide sequence is EQEILNYMSPHHKKLHHHHHH. The MHC is DRB1_0701 with pseudo-sequence DRB1_0701. The binding affinity (normalized) is 0.437. (3) The peptide sequence is TPAETTVRLRAYMNTPGLPV. The MHC is DRB1_0701 with pseudo-sequence DRB1_0701. The binding affinity (normalized) is 0.723. (4) The MHC is HLA-DPA10103-DPB10301 with pseudo-sequence HLA-DPA10103-DPB10301. The binding affinity (normalized) is 0.225. The peptide sequence is IDLSIQNYHTFLIYI. (5) The peptide sequence is GFKAALAAAAGVQPADKYRT. The MHC is DRB1_0701 with pseudo-sequence QEFFIASGAAVDAIMWGYFELYVIDRQTVHVGFT. The binding affinity (normalized) is 0.564. (6) The peptide sequence is VTLEADVILPIGTRS. The binding affinity (normalized) is 0.190. The MHC is DRB1_0701 with pseudo-sequence DRB1_0701. (7) The peptide sequence is GIDIFASKNFHLQKN. The MHC is HLA-DPA10201-DPB11401 with pseudo-sequence HLA-DPA10201-DPB11401. The binding affinity (normalized) is 0.328.